Dataset: Full USPTO retrosynthesis dataset with 1.9M reactions from patents (1976-2016). Task: Predict the reactants needed to synthesize the given product. (1) The reactants are: [C:1]([O:5][C:6](=[O:27])[NH:7][CH2:8][C:9]1[CH:14]=[C:13]([O:15][C:16]2[CH:21]=[C:20]([CH3:22])[CH:19]=[CH:18][C:17]=2[F:23])[CH:12]=[CH:11][C:10]=1[N+:24]([O-])=O)([CH3:4])([CH3:3])[CH3:2].[Cl-].[NH4+].C(O)C. Given the product [C:1]([O:5][C:6](=[O:27])[NH:7][CH2:8][C:9]1[CH:14]=[C:13]([O:15][C:16]2[CH:21]=[C:20]([CH3:22])[CH:19]=[CH:18][C:17]=2[F:23])[CH:12]=[CH:11][C:10]=1[NH2:24])([CH3:4])([CH3:2])[CH3:3], predict the reactants needed to synthesize it. (2) Given the product [Cl:31][CH2:10][CH:9]=[CH:8][C:4]1[CH:5]=[CH:6][CH:7]=[C:2]([CH3:1])[CH:3]=1, predict the reactants needed to synthesize it. The reactants are: [CH3:1][C:2]1[CH:3]=[C:4]([CH:8]=[CH:9][CH2:10]O)[CH:5]=[CH:6][CH:7]=1.C1(P(C2C=CC=CC=2)C2C=CC=CC=2)C=CC=CC=1.[Cl:31]N1C(=O)CCC1=O.O. (3) Given the product [CH3:24][O:23][C:13]1[C:11]2[N:12]=[C:8]([NH:7][C:6]([N:27]3[CH2:28][CH2:29][C:30]4[C:35](=[CH:34][CH:33]=[CH:32][CH:31]=4)[CH2:26]3)=[O:5])[S:9][C:10]=2[C:16]([C:17]2[CH:22]=[CH:21][CH:20]=[CH:19][CH:18]=2)=[CH:15][CH:14]=1, predict the reactants needed to synthesize it. The reactants are: C([O:5][C:6](=O)[NH:7][C:8]1[S:9][C:10]2[C:16]([C:17]3[CH:22]=[CH:21][CH:20]=[CH:19][CH:18]=3)=[CH:15][CH:14]=[C:13]([O:23][CH3:24])[C:11]=2[N:12]=1)(C)(C)C.[CH2:26]1[C:35]2[C:30](=[CH:31][CH:32]=[CH:33][CH:34]=2)[CH2:29][CH2:28][NH:27]1. (4) Given the product [O:1]=[C:2]1[N:8]([CH:9]2[CH2:14][CH2:13][N:12]([C:15]([O:17][C@H:18]([CH2:19][C:20]3[CH:25]=[C:24]([CH3:26])[CH:23]=[C:22]([CH3:27])[CH:21]=3)[C:28]([N:74]3[CH2:73][CH2:72][N:71]([CH:68]4[CH2:69][CH2:70][N:65]([CH3:64])[CH2:66][CH2:67]4)[CH2:76][CH2:75]3)=[O:30])=[O:16])[CH2:11][CH2:10]2)[CH2:7][CH2:6][C:5]2[CH:31]=[CH:32][CH:33]=[CH:34][C:4]=2[NH:3]1, predict the reactants needed to synthesize it. The reactants are: [O:1]=[C:2]1[N:8]([CH:9]2[CH2:14][CH2:13][N:12]([C:15]([O:17][C@@H:18]([C:28]([OH:30])=O)[CH2:19][C:20]3[CH:25]=[C:24]([CH3:26])[CH:23]=[C:22]([CH3:27])[CH:21]=3)=[O:16])[CH2:11][CH2:10]2)[CH2:7][CH2:6][C:5]2[CH:31]=[CH:32][CH:33]=[CH:34][C:4]=2[NH:3]1.CN(C(ON1N=NC2C=CC=CC1=2)=[N+](C)C)C.[B-](F)(F)(F)F.C(N(CC)CC)C.[CH3:64][N:65]1[CH2:70][CH2:69][CH:68]([N:71]2[CH2:76][CH2:75][NH:74][CH2:73][CH2:72]2)[CH2:67][CH2:66]1.